Dataset: Peptide-MHC class I binding affinity with 185,985 pairs from IEDB/IMGT. Task: Regression. Given a peptide amino acid sequence and an MHC pseudo amino acid sequence, predict their binding affinity value. This is MHC class I binding data. (1) The peptide sequence is FPQGKAREF. The MHC is HLA-B15:01 with pseudo-sequence HLA-B15:01. The binding affinity (normalized) is 0.305. (2) The peptide sequence is ETMKPAAMV. The binding affinity (normalized) is 0.485. The MHC is HLA-A02:06 with pseudo-sequence HLA-A02:06. (3) The peptide sequence is YLGSWATGK. The MHC is HLA-B07:02 with pseudo-sequence HLA-B07:02. The binding affinity (normalized) is 0.0847. (4) The binding affinity (normalized) is 1.00. The peptide sequence is LMMRTTWAL. The MHC is HLA-A02:03 with pseudo-sequence HLA-A02:03. (5) The peptide sequence is QKEEAAICGQMDLS. The MHC is HLA-A23:01 with pseudo-sequence HLA-A23:01. The binding affinity (normalized) is 0.385. (6) The peptide sequence is EAFETQSGA. The MHC is HLA-A02:01 with pseudo-sequence HLA-A02:01. The binding affinity (normalized) is 0. (7) The binding affinity (normalized) is 0.324. The peptide sequence is ESTINLLPY. The MHC is HLA-B15:01 with pseudo-sequence HLA-B15:01. (8) The peptide sequence is IPFNVVTAM. The MHC is HLA-B35:01 with pseudo-sequence HLA-B35:01. The binding affinity (normalized) is 0.847.